From a dataset of Full USPTO retrosynthesis dataset with 1.9M reactions from patents (1976-2016). Predict the reactants needed to synthesize the given product. (1) Given the product [Cl:24][C:12]1[N:11]=[CH:10][C:9]2[O:8][C:5]3[C:4]([C:15]4([CH:19]([CH2:20][O:21][CH3:22])[S:18][C:17]([NH2:23])=[N:16]4)[C:14]=2[CH:13]=1)=[CH:3][C:2]([C:39]1[C:34]([F:33])=[N:35][CH:36]=[CH:37][CH:38]=1)=[CH:7][CH:6]=3, predict the reactants needed to synthesize it. The reactants are: Br[C:2]1[CH:3]=[C:4]2[C:15]3([CH:19]([CH2:20][O:21][CH3:22])[S:18][C:17]([NH2:23])=[N:16]3)[C:14]3[CH:13]=[C:12]([Cl:24])[N:11]=[CH:10][C:9]=3[O:8][C:5]2=[CH:6][CH:7]=1.P([O-])([O-])([O-])=O.[K+].[K+].[K+].[F:33][C:34]1[C:39](B(O)O)=[CH:38][CH:37]=[CH:36][N:35]=1.O1CCOCC1. (2) Given the product [CH2:16]([NH:23][C:8](=[O:9])[CH2:7][C:1]1[CH:6]=[CH:5][CH:4]=[CH:3][CH:2]=1)[C:17]1[CH:22]=[CH:21][CH:20]=[CH:19][CH:18]=1, predict the reactants needed to synthesize it. The reactants are: [C:1]1([CH2:7][C:8](P(=O)(OC)OC)=[O:9])[CH:6]=[CH:5][CH:4]=[CH:3][CH:2]=1.[CH2:16]([NH2:23])[C:17]1[CH:22]=[CH:21][CH:20]=[CH:19][CH:18]=1.IC1C=C(CC(O)(P(=O)(OC)OC)P(=O)(OC)OC)C=CC=1.CC1C=CC(S(O)(=O)=O)=CC=1. (3) The reactants are: [F:1][C:2]1[CH:7]=[CH:6][C:5]([C@@H:8]2[N:13]([C@@H](C3C=CC=CC=3)CO)[C:12](=O)[CH2:11][CH2:10][CH2:9]2)=[CH:4][CH:3]=1. Given the product [F:1][C:2]1[CH:3]=[CH:4][C:5]([C@H:8]2[CH2:9][CH2:10][CH2:11][CH2:12][NH:13]2)=[CH:6][CH:7]=1, predict the reactants needed to synthesize it. (4) Given the product [ClH:1].[CH2:2]([O:4][C:5]([C:7]1[C:36](=[O:37])[N:35]([CH:38]2[CH2:42][CH2:41][CH2:40][CH2:39]2)[C:10]2[N:11]=[C:12]([NH:15][C:16]3[CH:21]=[CH:20][C:19]([N:22]4[CH2:23][CH2:24][NH:25][CH2:26][CH2:27]4)=[CH:18][N:17]=3)[N:13]=[CH:14][C:9]=2[C:8]=1[CH3:43])=[O:6])[CH3:3], predict the reactants needed to synthesize it. The reactants are: [ClH:1].[CH2:2]([O:4][C:5]([C:7]1[C:36](=[O:37])[N:35]([CH:38]2[CH2:42][CH2:41][CH2:40][CH2:39]2)[C:10]2[N:11]=[C:12]([NH:15][C:16]3[CH:21]=[CH:20][C:19]([N:22]4[CH2:27][CH2:26][N:25](C(OC(C)(C)C)=O)[CH2:24][CH2:23]4)=[CH:18][N:17]=3)[N:13]=[CH:14][C:9]=2[C:8]=1[CH3:43])=[O:6])[CH3:3].C(OCC)C. (5) Given the product [CH:1]1([CH2:4][CH2:5][C:6]2([CH3:19])[C:15]3[C:10](=[CH:11][CH:12]=[CH:13][CH:14]=3)[C:9]([OH:16])=[CH:8][C:7]2=[O:17])[CH2:3][CH2:2]1, predict the reactants needed to synthesize it. The reactants are: [CH:1]1([CH2:4][CH2:5][C:6]2([CH3:19])[C:15]3[C:10](=[CH:11][CH:12]=[CH:13][CH:14]=3)[C:9](=[O:16])[CH:8]=[C:7]2[O:17]C)[CH2:3][CH2:2]1.[OH-].[Na+].Cl.